Dataset: Peptide-MHC class I binding affinity with 185,985 pairs from IEDB/IMGT. Task: Regression. Given a peptide amino acid sequence and an MHC pseudo amino acid sequence, predict their binding affinity value. This is MHC class I binding data. (1) The peptide sequence is LVFTRAICK. The MHC is HLA-B15:01 with pseudo-sequence HLA-B15:01. The binding affinity (normalized) is 0.0847. (2) The peptide sequence is AMAKAAAAV. The MHC is HLA-A02:05 with pseudo-sequence YYAMYGEKVAHTHVDTLYLRYHYYTWAVWAYTWY. The binding affinity (normalized) is 0.787. (3) The peptide sequence is SMFERDFHF. The MHC is HLA-A02:16 with pseudo-sequence HLA-A02:16. The binding affinity (normalized) is 1.00. (4) The peptide sequence is AMVPLVMVI. The MHC is HLA-B40:01 with pseudo-sequence HLA-B40:01. The binding affinity (normalized) is 0.0847.